The task is: Predict the reaction yield, written as a fraction of the theoretical maximum amount of product (1.0 means a 100% yield; for example, 0.34 means a 34% yield).. This data is from Reaction yield outcomes from USPTO patents with 853,638 reactions. (1) The reactants are Br.[O:2]1[CH:6]=[CH:5][CH:4]=[C:3]1[C:7](SCC1C=CC=CC=1)=[NH:8].[CH3:17][N:18]([CH3:32])[CH2:19][CH2:20][N:21]1[CH2:26][CH2:25][S:24][C:23]2[CH:27]=[C:28]([NH2:31])[CH:29]=[CH:30][C:22]1=2. The product is [CH3:17][N:18]([CH3:32])[CH2:19][CH2:20][N:21]1[CH2:26][CH2:25][S:24][C:23]2[CH:27]=[C:28]([NH:31][C:7]([C:3]3[O:2][CH:6]=[CH:5][CH:4]=3)=[NH:8])[CH:29]=[CH:30][C:22]1=2. The yield is 0.900. The catalyst is CCO. (2) The reactants are [CH3:1][C@@H:2]1[CH2:6][C@@H:5]([CH:7]2[CH2:9][N@@:8]2[S:10]([C:13]2[CH:18]=[CH:17][CH:16]=[CH:15][C:14]=2[N+:19]([O-:21])=[O:20])(=[O:12])=[O:11])[O:4][C:3]1=[O:22].[CH3:23][C:24]1([CH3:38])[CH2:29][N:28]([C:30]2[CH:35]=[CH:34][CH:33]=[CH:32][C:31]=2[CH3:36])[C:27](=[O:37])[CH2:26][NH:25]1. The catalyst is C1(C)C=CC=CC=1. The product is [CH3:23][C:24]1([CH3:38])[CH2:29][N:28]([C:30]2[CH:35]=[CH:34][CH:33]=[CH:32][C:31]=2[CH3:36])[C:27](=[O:37])[CH2:26][N:25]1[CH2:9][C@H:7]([NH:8][S:10]([C:13]1[CH:18]=[CH:17][CH:16]=[CH:15][C:14]=1[N+:19]([O-:21])=[O:20])(=[O:12])=[O:11])[C@@H:5]1[CH2:6][C@@H:2]([CH3:1])[C:3](=[O:22])[O:4]1. The yield is 1.00. (3) The product is [C:27]([C:24]1[CH:25]=[CH:26][C:21]([CH2:20][C@@H:19]([C:30]([OH:32])=[O:31])[NH2:18])=[CH:22][CH:23]=1)(=[O:29])[CH3:28]. The yield is 0.880. The reactants are C([NH:18][C@H:19]([C:30]([OH:32])=[O:31])[CH2:20][C:21]1[CH:26]=[CH:25][C:24]([C:27](=[O:29])[CH3:28])=[CH:23][CH:22]=1)(OCC1C2C(=CC=CC=2)C2C1=CC=CC=2)=O.N1CCCCC1. The catalyst is O. (4) The reactants are [CH2:1]([NH:3][C:4](=[O:36])[NH:5][C:6]1[CH:11]=[CH:10][C:9]([C:12]2[N:13]=[C:14]([N:29]3[CH2:34][CH2:33][O:32][CH2:31][C@@H:30]3[CH3:35])[C:15]3[CH2:21]C[N:19]([C:22]([O:24][C:25]([CH3:28])(C)C)=[O:23])[CH2:18][C:16]=3[N:17]=2)=[CH:8][CH:7]=1)[CH3:2].ClC1N=C(N2CCOC[C@@H]2C)C2CN(C(OCC)=O)CC=2N=1.[F:59]C1C=C(C=CC=1B1OC(C)(C)C(C)(C)O1)N. No catalyst specified. The product is [CH2:25]([O:24][C:22]([N:19]1[CH2:21][C:15]2[C:14]([N:29]3[CH2:34][CH2:33][O:32][CH2:31][C@@H:30]3[CH3:35])=[N:13][C:12]([C:9]3[CH:8]=[CH:7][C:6]([NH:5][C:4]([NH:3][CH2:1][CH3:2])=[O:36])=[CH:11][C:10]=3[F:59])=[N:17][C:16]=2[CH2:18]1)=[O:23])[CH3:28]. The yield is 0.440. (5) The reactants are [Cl:1][C:2]1[CH:3]=[C:4]([OH:8])[CH:5]=[CH:6][CH:7]=1.[H-].[Na+].[CH2:11]([N:13]([CH2:17][CH3:18])[C:14](Cl)=[O:15])[CH3:12]. The catalyst is O1CCCC1. The product is [CH2:11]([N:13]([CH2:17][CH3:18])[C:14](=[O:15])[O:8][C:4]1[CH:5]=[CH:6][CH:7]=[C:2]([Cl:1])[CH:3]=1)[CH3:12]. The yield is 0.560.